Dataset: Full USPTO retrosynthesis dataset with 1.9M reactions from patents (1976-2016). Task: Predict the reactants needed to synthesize the given product. (1) The reactants are: C[O:2][C:3]([C:5]1([C:8]2[CH:9]=[CH:10][C:11]3[O:15][CH:14]=[N:13][C:12]=3[CH:16]=2)[CH2:7][CH2:6]1)=[O:4].O. Given the product [O:15]1[C:11]2[CH:10]=[CH:9][C:8]([C:5]3([C:3]([OH:4])=[O:2])[CH2:7][CH2:6]3)=[CH:16][C:12]=2[N:13]=[CH:14]1, predict the reactants needed to synthesize it. (2) Given the product [CH:6]([C:7]1[C:8]2[C:13](=[CH:12][CH:11]=[C:10]([C:14]([OH:16])=[O:15])[CH:9]=2)[NH:5][N:1]=1)=[O:18], predict the reactants needed to synthesize it. The reactants are: [N:1]([O-])=O.[Na+].[NH:5]1[C:13]2[C:8](=[CH:9][C:10]([C:14]([OH:16])=[O:15])=[CH:11][CH:12]=2)[CH:7]=[CH:6]1.Cl.[OH2:18]. (3) Given the product [Na+:58].[F:47][C:44]1[CH:45]=[CH:46][C:41]([C:39]2[N:38]([C:48]3[CH:49]=[N:50][C:51]([O:54][CH3:55])=[CH:52][CH:53]=3)[N:37]=[C:36]([C:34]([O-:35])=[O:33])[N:40]=2)=[N:42][CH:43]=1, predict the reactants needed to synthesize it. The reactants are: NC1C=CC(OC)=NC=1.C(OC(=O)C(NC(C1C=CC(F)=CN=1)=O)C(OCC)=O)C.C([O:33][C:34]([C:36]1[N:40]=[C:39]([C:41]2[CH:46]=[CH:45][C:44]([F:47])=[CH:43][N:42]=2)[N:38]([C:48]2[CH:49]=[N:50][C:51]([O:54][CH3:55])=[CH:52][CH:53]=2)[N:37]=1)=[O:35])C.C[O-].[Na+:58]. (4) The reactants are: [CH3:1][C:2]1[N:3]([C:8]2[N:13]=[C:12]([CH2:14][C:15]([OH:17])=O)[CH:11]=[CH:10][CH:9]=2)[C:4]([CH3:7])=[CH:5][CH:6]=1.[NH:18]1[C:26]2[C:21](=[CH:22][C:23]([NH:27][C:28]([C:30]3[C:31]([C:36]4[CH:41]=[CH:40][C:39]([C:42]([F:45])([F:44])[F:43])=[CH:38][CH:37]=4)=[CH:32][CH:33]=[CH:34][CH:35]=3)=[O:29])=[CH:24][CH:25]=2)[CH2:20][CH2:19]1.C1CN([P+](ON2N=NC3C=CC=CC2=3)(N2CCCC2)N2CCCC2)CC1.F[P-](F)(F)(F)(F)F.C(N(C(C)C)CC)(C)C. Given the product [CH3:7][C:4]1[N:3]([C:8]2[N:13]=[C:12]([CH2:14][C:15]([N:18]3[C:26]4[C:21](=[CH:22][C:23]([NH:27][C:28]([C:30]5[C:31]([C:36]6[CH:37]=[CH:38][C:39]([C:42]([F:43])([F:44])[F:45])=[CH:40][CH:41]=6)=[CH:32][CH:33]=[CH:34][CH:35]=5)=[O:29])=[CH:24][CH:25]=4)[CH2:20][CH2:19]3)=[O:17])[CH:11]=[CH:10][CH:9]=2)[C:2]([CH3:1])=[CH:6][CH:5]=1, predict the reactants needed to synthesize it. (5) Given the product [C:16]1([CH3:24])[CH:21]=[CH:20][C:19]([N:22]2[C:4]([NH2:5])=[CH:3][C:2]([C:6]3([C:9]([F:10])([F:11])[F:12])[CH2:8][CH2:7]3)=[N:23]2)=[CH:18][CH:17]=1, predict the reactants needed to synthesize it. The reactants are: O=[C:2]([C:6]1([C:9]([F:12])([F:11])[F:10])[CH2:8][CH2:7]1)[CH2:3][C:4]#[N:5].[OH-].[Na+].Cl.[C:16]1([CH3:24])[CH:21]=[CH:20][C:19]([NH:22][NH2:23])=[CH:18][CH:17]=1. (6) The reactants are: [F:1][C:2]1[CH:7]=[CH:6][C:5]([CH:8]2[O:12]C(=O)[NH:10][CH:9]2[CH2:14][C:15]2[CH:20]=[CH:19][CH:18]=[C:17]([S:21][C:22]([F:25])([F:24])[F:23])[CH:16]=2)=[CH:4][CH:3]=1.[OH-].[Na+].O. Given the product [NH2:10][CH:9]([CH2:14][C:15]1[CH:20]=[CH:19][CH:18]=[C:17]([S:21][C:22]([F:25])([F:24])[F:23])[CH:16]=1)[CH:8]([C:5]1[CH:6]=[CH:7][C:2]([F:1])=[CH:3][CH:4]=1)[OH:12], predict the reactants needed to synthesize it. (7) The reactants are: [F:1][C:2]([F:15])([F:14])[S:3]([N-:6][S:7]([C:10]([F:13])([F:12])[F:11])(=[O:9])=[O:8])(=[O:5])=[O:4].[OH:16][CH2:17][CH2:18][N+:19]1([CH3:24])[CH2:23][CH2:22][CH2:21][CH2:20]1.[CH3:25][Si:26]([CH3:33])([CH3:32])N[Si:26]([CH3:33])([CH3:32])[CH3:25].N. Given the product [F:13][C:10]([F:11])([F:12])[S:7]([N-:6][S:3]([C:2]([F:1])([F:14])[F:15])(=[O:4])=[O:5])(=[O:8])=[O:9].[CH3:25][Si:26]([CH3:33])([CH3:32])[O:16][CH2:17][CH2:18][N+:19]1([CH3:24])[CH2:23][CH2:22][CH2:21][CH2:20]1, predict the reactants needed to synthesize it. (8) Given the product [Cl:1][C:2]1[CH:15]=[C:14]([F:16])[C:13]([N:17]2[C:22](=[O:23])[CH:21]=[C:20]([C:24]([F:25])([F:26])[F:27])[N:19]([CH3:28])[C:18]2=[O:29])=[CH:12][C:3]=1[O:4][C:5]1[CH:6]=[CH:7][C:8]([O:11][CH2:37][C:38]([O:40][CH3:41])=[O:39])=[CH:9][CH:10]=1, predict the reactants needed to synthesize it. The reactants are: [Cl:1][C:2]1[CH:15]=[C:14]([F:16])[C:13]([N:17]2[C:22](=[O:23])[CH:21]=[C:20]([C:24]([F:27])([F:26])[F:25])[N:19]([CH3:28])[C:18]2=[O:29])=[CH:12][C:3]=1[O:4][C:5]1[CH:10]=[CH:9][C:8]([OH:11])=[CH:7][CH:6]=1.C(=O)([O-])[O-].[K+].[K+].Br[CH2:37][C:38]([O:40][CH3:41])=[O:39].